Dataset: Reaction yield outcomes from USPTO patents with 853,638 reactions. Task: Predict the reaction yield, written as a fraction of the theoretical maximum amount of product (1.0 means a 100% yield; for example, 0.34 means a 34% yield). (1) The reactants are [Cl-].O[NH3+:3].[C:4](=[O:7])([O-])[OH:5].[Na+].CS(C)=O.[CH3:13][C:14]([CH3:51])([CH3:50])[CH2:15][O:16][C:17]1[N:22]=[CH:21][C:20]([N:23]2[C:28](=[O:29])[C:27]([CH2:30][C:31]3[CH:36]=[CH:35][C:34]([C:37]4[C:38]([C:43]#[N:44])=[CH:39][CH:40]=[CH:41][CH:42]=4)=[CH:33][CH:32]=3)=[C:26]([CH2:45][CH2:46][CH3:47])[N:25]=[C:24]2[CH2:48][CH3:49])=[CH:19][CH:18]=1. The catalyst is C(OCC)(=O)C. The product is [CH3:51][C:14]([CH3:50])([CH3:13])[CH2:15][O:16][C:17]1[N:22]=[CH:21][C:20]([N:23]2[C:28](=[O:29])[C:27]([CH2:30][C:31]3[CH:36]=[CH:35][C:34]([C:37]4[CH:42]=[CH:41][CH:40]=[CH:39][C:38]=4[C:43]4[NH:3][C:4](=[O:7])[O:5][N:44]=4)=[CH:33][CH:32]=3)=[C:26]([CH2:45][CH2:46][CH3:47])[N:25]=[C:24]2[CH2:48][CH3:49])=[CH:19][CH:18]=1. The yield is 0.620. (2) The reactants are [Cl:1][C:2]1[C:3]([CH3:38])=[N:4][O:5][C:6]=1[N:7]([CH2:32][O:33][CH2:34][CH2:35][O:36][CH3:37])[S:8]([C:11]1[C:19]2[C:14](=[N:15][CH:16]=[CH:17][CH:18]=2)[S:13][C:12]=1[CH:20](O)[C:21]1[CH:26]=[C:25]2[O:27][CH2:28][O:29][C:24]2=[CH:23][C:22]=1[CH3:30])(=[O:10])=[O:9].C([SiH](CC)CC)C.B(F)(F)F.CCOCC. The catalyst is C(Cl)Cl. The product is [Cl:1][C:2]1[C:3]([CH3:38])=[N:4][O:5][C:6]=1[N:7]([CH2:32][O:33][CH2:34][CH2:35][O:36][CH3:37])[S:8]([C:11]1[C:19]2[C:14](=[N:15][CH:16]=[CH:17][CH:18]=2)[S:13][C:12]=1[CH2:20][C:21]1[CH:26]=[C:25]2[O:27][CH2:28][O:29][C:24]2=[CH:23][C:22]=1[CH3:30])(=[O:9])=[O:10]. The yield is 0.820. (3) The reactants are C([NH:4][C:5]1[N:6]=[C:7]2[CH:12]=[CH:11][C:10]([C:13]3[N:17]([CH:18]4[CH2:23][CH2:22][N:21](C(OC(C)(C)C)=O)[CH2:20][CH2:19]4)[CH:16]=[N:15][C:14]=3[C:31]3[CH:36]=[CH:35][C:34]([F:37])=[CH:33][CH:32]=3)=[N:9][N:8]2[CH:38]=1)(=O)C.Cl. The catalyst is CO. The product is [F:37][C:34]1[CH:35]=[CH:36][C:31]([C:14]2[N:15]=[CH:16][N:17]([CH:18]3[CH2:23][CH2:22][NH:21][CH2:20][CH2:19]3)[C:13]=2[C:10]2[CH:11]=[CH:12][C:7]3[N:8]([CH:38]=[C:5]([NH2:4])[N:6]=3)[N:9]=2)=[CH:32][CH:33]=1. The yield is 0.930. (4) The reactants are Cl[C:2]1[N:7]=[C:6]([NH:8][C:9]2[CH:14]=[CH:13][C:12]3[O:15][CH2:16][CH2:17][O:18][C:11]=3[CH:10]=2)[C:5]([F:19])=[CH:4][N:3]=1.[NH2:20][C:21]1[CH:22]=[N:23][CH:24]=[CH:25][CH:26]=1.CC(C)([O-])C.[Na+].C1C=CC(P(C2C=CC3C(=CC=CC=3)C=2C2C3C(=CC=CC=3)C=CC=2P(C2C=CC=CC=2)C2C=CC=CC=2)C2C=CC=CC=2)=CC=1.C(N(CC)C(C)C)(C)C. The catalyst is C1(C)C=CC=CC=1.C([O-])(=O)C.[Pd+2].C([O-])(=O)C. The product is [CH2:17]1[CH2:16][O:15][C:12]2[CH:13]=[CH:14][C:9]([NH:8][C:6]3[C:5]([F:19])=[CH:4][N:3]=[C:2]([NH:20][C:21]4[CH:22]=[N:23][CH:24]=[CH:25][CH:26]=4)[N:7]=3)=[CH:10][C:11]=2[O:18]1. The yield is 0.140. (5) The reactants are [OH:1][C:2]1[CH:3]=[C:4]2[C:9](=[CH:10][CH:11]=1)[CH:8]=[C:7]([C@:12]1([CH3:18])[CH2:16][O:15][C:14](=[O:17])[NH:13]1)[CH:6]=[CH:5]2.[F:19][C:20]([F:31])([F:30])[C:21]1[CH:22]=[C:23](B(O)O)[CH:24]=[CH:25][CH:26]=1.C(Cl)Cl.C(N(CC)CC)C. No catalyst specified. The product is [CH3:18][C@@:12]1([C:7]2[CH:6]=[CH:5][C:4]3[C:9](=[CH:10][CH:11]=[C:2]([O:1][C:25]4[CH:24]=[CH:23][CH:22]=[C:21]([C:20]([F:31])([F:30])[F:19])[CH:26]=4)[CH:3]=3)[CH:8]=2)[CH2:16][O:15][C:14](=[O:17])[NH:13]1. The yield is 0.310. (6) The reactants are [CH2:1]([N:5]1[N:9]=[C:8]([C:10]2[CH:15]=[CH:14][CH:13]=[CH:12][C:11]=2[Cl:16])[CH:7]=[N:6]1)[CH2:2][C:3]#[CH:4].Br[C:18]1[CH:23]=[CH:22][CH:21]=[CH:20][N:19]=1. No catalyst specified. The product is [Cl:16][C:11]1[CH:12]=[CH:13][CH:14]=[CH:15][C:10]=1[C:8]1[CH:7]=[N:6][N:5]([CH2:1][CH2:2][C:3]#[C:4][C:18]2[CH:23]=[CH:22][CH:21]=[CH:20][N:19]=2)[N:9]=1. The yield is 0.450. (7) The reactants are CS(O[CH2:6][CH2:7][CH2:8][N:9]1[CH2:13][CH2:12][N:11]([CH2:14][CH2:15][N:16]2[CH2:21][CH2:20][CH2:19][CH2:18][CH2:17]2)[C:10]1=[C:22]([C:25]#[N:26])[C:23]#[N:24])(=O)=O.[CH2:27]([NH:29][CH2:30][CH3:31])[CH3:28].[I-].[Na+].O. The catalyst is O1CCOCC1. The product is [CH2:27]([N:29]([CH2:30][CH3:31])[CH2:6][CH2:7][CH2:8][N:9]1[CH2:13][CH2:12][N:11]([CH2:14][CH2:15][N:16]2[CH2:21][CH2:20][CH2:19][CH2:18][CH2:17]2)[C:10]1=[C:22]([C:25]#[N:26])[C:23]#[N:24])[CH3:28]. The yield is 0.192.